Dataset: Forward reaction prediction with 1.9M reactions from USPTO patents (1976-2016). Task: Predict the product of the given reaction. (1) Given the reactants [F:1][C:2]([F:11])([F:10])[C:3]1O[CH:5]=[CH:6][C:7](=[O:9])[CH:8]=1.[OH-].[NH4+:13], predict the reaction product. The product is: [F:1][C:2]([F:11])([F:10])[C:3]1[CH:8]=[C:7]([OH:9])[CH:6]=[CH:5][N:13]=1. (2) Given the reactants Br[CH2:2][C:3]1[N:8]([CH2:9][CH2:10][C:11]2[CH:20]=[CH:19][C:14]([C:15]([O:17][CH3:18])=[O:16])=[CH:13][CH:12]=2)[C:7](=[O:21])[C:6]([CH3:22])=[CH:5][C:4]=1[CH:23]1[CH2:25][CH2:24]1.Cl.[CH3:27][NH:28][C:29]1[CH:34]=[CH:33][CH:32]=[C:31]([C:35]([F:38])([F:37])[F:36])[CH:30]=1.C(=O)([O-])[O-].[K+].[K+].O, predict the reaction product. The product is: [CH:23]1([C:4]2[CH:5]=[C:6]([CH3:22])[C:7](=[O:21])[N:8]([CH2:9][CH2:10][C:11]3[CH:20]=[CH:19][C:14]([C:15]([O:17][CH3:18])=[O:16])=[CH:13][CH:12]=3)[C:3]=2[CH2:2][N:28]([CH3:27])[C:29]2[CH:34]=[CH:33][CH:32]=[C:31]([C:35]([F:36])([F:37])[F:38])[CH:30]=2)[CH2:25][CH2:24]1. (3) Given the reactants [Br:1][C:2]1[CH:3]=[C:4]([C:9](=[O:19])[CH2:10][C:11]2[CH:16]=[CH:15][CH:14]=[C:13]([Cl:17])[C:12]=2[Cl:18])[C:5]([Cl:8])=[N:6][CH:7]=1.C(Cl)Cl.O1CCCC1.[Br:28]Br, predict the reaction product. The product is: [Br:28][CH:10]([C:11]1[CH:16]=[CH:15][CH:14]=[C:13]([Cl:17])[C:12]=1[Cl:18])[C:9]([C:4]1[C:5]([Cl:8])=[N:6][CH:7]=[C:2]([Br:1])[CH:3]=1)=[O:19]. (4) Given the reactants [CH2:1]([O:8][C:9]([N:11]1[CH2:16][CH2:15][C:14]2[N:17]=[C:18](Br)[S:19][C:13]=2[CH:12]1[C:21]1[CH:26]=[C:25]([Cl:27])[CH:24]=[CH:23][C:22]=1[O:28][CH2:29][C:30]([O:32]CC)=[O:31])=[O:10])[C:2]1[CH:7]=[CH:6][CH:5]=[CH:4][CH:3]=1.[Br-].[CH2:36]([Zn+])[CH2:37][CH3:38], predict the reaction product. The product is: [CH2:1]([O:8][C:9]([N:11]1[CH2:16][CH2:15][C:14]2[N:17]=[C:18]([CH2:36][CH2:37][CH3:38])[S:19][C:13]=2[CH:12]1[C:21]1[CH:26]=[C:25]([Cl:27])[CH:24]=[CH:23][C:22]=1[O:28][CH2:29][C:30]([OH:32])=[O:31])=[O:10])[C:2]1[CH:7]=[CH:6][CH:5]=[CH:4][CH:3]=1. (5) Given the reactants [NH2:1][C:2]1[C:3]([NH:13][CH2:14][CH2:15][CH2:16][OH:17])=[C:4]([CH:9]=[CH:10][C:11]=1[Cl:12])[C:5]([O:7][CH3:8])=[O:6].[N:18]([C:21]1[C:22]([CH3:29])=[N:23][C:24]([O:27][CH3:28])=[CH:25][CH:26]=1)=[C:19]=S.NC(N)=S, predict the reaction product. The product is: [Cl:12][C:11]1[C:2]2[N:1]=[C:19]([NH:18][C:21]3[C:22]([CH3:29])=[N:23][C:24]([O:27][CH3:28])=[CH:25][CH:26]=3)[N:13]([CH2:14][CH2:15][CH2:16][OH:17])[C:3]=2[C:4]([C:5]([O:7][CH3:8])=[O:6])=[CH:9][CH:10]=1. (6) Given the reactants [CH3:1][CH:2]1[NH:7][CH:6]([CH3:8])[CH2:5][N:4]([CH2:9][CH:10]2[CH2:15][CH2:14][N:13]([CH3:16])[CH2:12][CH2:11]2)[CH2:3]1.[C:17]1([CH:23]([N:30]=[C:31]=[O:32])[C:24]2[CH:29]=[CH:28][CH:27]=[CH:26][CH:25]=2)[CH:22]=[CH:21][CH:20]=[CH:19][CH:18]=1, predict the reaction product. The product is: [CH:23]([NH:30][C:31]([N:7]1[CH:6]([CH3:8])[CH2:5][N:4]([CH2:9][CH:10]2[CH2:15][CH2:14][N:13]([CH3:16])[CH2:12][CH2:11]2)[CH2:3][CH:2]1[CH3:1])=[O:32])([C:24]1[CH:25]=[CH:26][CH:27]=[CH:28][CH:29]=1)[C:17]1[CH:22]=[CH:21][CH:20]=[CH:19][CH:18]=1. (7) Given the reactants [CH3:1][O:2][C:3]1[CH:28]=[CH:27][C:6]([CH2:7][N:8]([C:22]2[S:23][CH:24]=[CH:25][N:26]=2)[S:9]([C:12]2[CH:13]=[CH:14][C:15]3[NH:20][CH2:19][CH2:18][O:17][C:16]=3[CH:21]=2)(=[O:11])=[O:10])=[CH:5][CH:4]=1.Br[C:30]1[CH:35]=[CH:34][CH:33]=[CH:32][C:31]=1[CH2:36][CH3:37].CC1(C)C2C(=C(P(C3C=CC=CC=3)C3C=CC=CC=3)C=CC=2)OC2C(P(C3C=CC=CC=3)C3C=CC=CC=3)=CC=CC1=2.CC(C)([O-])C.[Na+], predict the reaction product. The product is: [CH2:36]([C:31]1[CH:32]=[CH:33][CH:34]=[CH:35][C:30]=1[N:20]1[CH2:19][CH2:18][O:17][C:16]2[CH:21]=[C:12]([S:9]([N:8]([CH2:7][C:6]3[CH:5]=[CH:4][C:3]([O:2][CH3:1])=[CH:28][CH:27]=3)[C:22]3[S:23][CH:24]=[CH:25][N:26]=3)(=[O:11])=[O:10])[CH:13]=[CH:14][C:15]1=2)[CH3:37].